Dataset: Reaction yield outcomes from USPTO patents with 853,638 reactions. Task: Predict the reaction yield, written as a fraction of the theoretical maximum amount of product (1.0 means a 100% yield; for example, 0.34 means a 34% yield). (1) The reactants are [OH:1][C:2]1[CH:7]=[CH:6][C:5]([CH2:8][CH2:9][C:10]([O:12][CH3:13])=[O:11])=[CH:4][CH:3]=1.Br[CH2:15][C:16]1[CH:29]=[CH:28][C:19]([C:20]([C:22]2[CH:27]=[CH:26][CH:25]=[CH:24][CH:23]=2)=[O:21])=[CH:18][CH:17]=1.C(=O)([O-])[O-].[K+].[K+].O. The catalyst is CN(C)C=O. The product is [C:20]([C:19]1[CH:18]=[CH:17][C:16]([CH2:15][O:1][C:2]2[CH:3]=[CH:4][C:5]([CH2:8][CH2:9][C:10]([O:12][CH3:13])=[O:11])=[CH:6][CH:7]=2)=[CH:29][CH:28]=1)(=[O:21])[C:22]1[CH:23]=[CH:24][CH:25]=[CH:26][CH:27]=1. The yield is 0.960. (2) The reactants are CN(C)C=O.[I:6][C:7]1[CH:8]=[N:9][NH:10][CH:11]=1.Cl.Cl[CH2:14][CH2:15][N:16]1[CH2:21][CH2:20][O:19][CH2:18][CH2:17]1.C(=O)([O-])[O-].[K+].[K+]. The catalyst is O. The product is [I:6][C:7]1[CH:8]=[N:9][N:10]([CH2:14][CH2:15][N:16]2[CH2:21][CH2:20][O:19][CH2:18][CH2:17]2)[CH:11]=1. The yield is 0.640. (3) The reactants are [F:1][C:2]1[CH:7]=[CH:6][C:5](I)=[CH:4][C:3]=1[N:9]1[CH:14]=[C:13]([O:15][CH3:16])[C:12](=[O:17])[C:11]([C:18]2[N:22]([C:23]3[CH:28]=[CH:27][CH:26]=[CH:25][CH:24]=3)[N:21]=[CH:20][CH:19]=2)=[N:10]1.[NH:29]1[CH:33]=[CH:32][CH:31]=[N:30]1.OC1C=CC=CC=1C=NO.C([O-])([O-])=O.[Cs+].[Cs+]. The catalyst is C(#N)C.C([O-])(O)=O.[Na+]. The product is [F:1][C:2]1[CH:7]=[CH:6][C:5]([N:29]2[CH:33]=[CH:32][CH:31]=[N:30]2)=[CH:4][C:3]=1[N:9]1[CH:14]=[C:13]([O:15][CH3:16])[C:12](=[O:17])[C:11]([C:18]2[N:22]([C:23]3[CH:28]=[CH:27][CH:26]=[CH:25][CH:24]=3)[N:21]=[CH:20][CH:19]=2)=[N:10]1. The yield is 0.0400. (4) The reactants are C([O:8][C:9]1[C:13]([O:14]CC2C=CC=CC=2)=[C:12]([C:22]2[CH:27]=[CH:26][CH:25]=[CH:24][N:23]=2)[N:11]([C:28]2[CH:33]=[CH:32][C:31]([O:34][CH3:35])=[CH:30][CH:29]=2)[C:10]=1[C:36]([O:38][CH2:39][CH3:40])=[O:37])C1C=CC=CC=1. The catalyst is CO.C1COCC1.[Pd]. The product is [OH:8][C:9]1[C:13]([OH:14])=[C:12]([C:22]2[CH:27]=[CH:26][CH:25]=[CH:24][N:23]=2)[N:11]([C:28]2[CH:33]=[CH:32][C:31]([O:34][CH3:35])=[CH:30][CH:29]=2)[C:10]=1[C:36]([O:38][CH2:39][CH3:40])=[O:37]. The yield is 0.890. (5) No catalyst specified. The product is [CH2:24]([O:3][C:1]([C@H:9]1[CH2:10][CH2:11][CH2:12][N:7]([C:13]([O:15][CH2:16][C:17]2[CH:22]=[CH:21][CH:20]=[CH:19][CH:18]=2)=[O:14])[CH2:8]1)=[O:4])[CH3:25]. The reactants are [C:1]([O-:4])([O-:3])=O.[K+].[K+].[NH:7]1[CH2:12][CH2:11][CH2:10][CH2:9][CH2:8]1.[C:13](Cl)([O:15][CH2:16][C:17]1[CH:22]=[CH:21][CH:20]=[CH:19][CH:18]=1)=[O:14].[CH2:24]1COC[CH2:25]1.O. The yield is 1.00. (6) The reactants are CC1(C)C(C)(C)OB([C:9]2[C:17]3[C:12](=[CH:13][CH:14]=[C:15]([C:18]([O:20][CH3:21])=[O:19])[CH:16]=3)[N:11]([S:22]([C:25]3[CH:31]=[CH:30][C:28]([CH3:29])=[CH:27][CH:26]=3)(=[O:24])=[O:23])[CH:10]=2)O1.Cl[C:34]1[N:39]=[C:38]([CH:40]([CH3:42])[CH3:41])[CH:37]=[CH:36][N:35]=1.P([O-])([O-])([O-])=O.[K+].[K+].[K+].C1(P(C2CCCCC2)C2C=CC=CC=2C2C(C(C)C)=CC(C(C)C)=CC=2C(C)C)CCCCC1. The catalyst is O1CCOCC1.O.C1C=CC(/C=C/C(/C=C/C2C=CC=CC=2)=O)=CC=1.C1C=CC(/C=C/C(/C=C/C2C=CC=CC=2)=O)=CC=1.C1C=CC(/C=C/C(/C=C/C2C=CC=CC=2)=O)=CC=1.[Pd].[Pd]. The product is [CH:40]([C:38]1[CH:37]=[CH:36][N:35]=[C:34]([C:9]2[C:17]3[C:12](=[CH:13][CH:14]=[C:15]([C:18]([O:20][CH3:21])=[O:19])[CH:16]=3)[N:11]([S:22]([C:25]3[CH:26]=[CH:27][C:28]([CH3:29])=[CH:30][CH:31]=3)(=[O:23])=[O:24])[CH:10]=2)[N:39]=1)([CH3:42])[CH3:41]. The yield is 0.750.